This data is from Forward reaction prediction with 1.9M reactions from USPTO patents (1976-2016). The task is: Predict the product of the given reaction. (1) Given the reactants [F:1][C:2]([F:23])([F:22])[O:3][C:4]1[CH:5]=[C:6]([CH:19]=[CH:20][CH:21]=1)[CH2:7][C:8]1[CH:18]=[CH:17][C:11]([C:12]([O:14]CC)=[O:13])=[CH:10][CH:9]=1.[OH-].[Li+], predict the reaction product. The product is: [F:1][C:2]([F:22])([F:23])[O:3][C:4]1[CH:5]=[C:6]([CH:19]=[CH:20][CH:21]=1)[CH2:7][C:8]1[CH:18]=[CH:17][C:11]([C:12]([OH:14])=[O:13])=[CH:10][CH:9]=1. (2) Given the reactants Br[C:2]1[CH:3]=[C:4]2[C:9](=[CH:10][CH:11]=1)[N:8]=[C:7]([NH:12][CH2:13][CH2:14][CH2:15][N:16]([CH3:18])[CH3:17])[N:6]=[CH:5]2.[CH:19]1([NH:22][C:23](=[O:40])[C:24]2[CH:29]=[CH:28][C:27]([CH3:30])=[C:26](B3OC(C)(C)C(C)(C)O3)[CH:25]=2)[CH2:21][CH2:20]1.[F-].[Cs+].O, predict the reaction product. The product is: [CH:19]1([NH:22][C:23](=[O:40])[C:24]2[CH:29]=[CH:28][C:27]([CH3:30])=[C:26]([C:2]3[CH:3]=[C:4]4[C:9](=[CH:10][CH:11]=3)[N:8]=[C:7]([NH:12][CH2:13][CH2:14][CH2:15][N:16]([CH3:18])[CH3:17])[N:6]=[CH:5]4)[CH:25]=2)[CH2:20][CH2:21]1. (3) Given the reactants C([O-])([O-])=O.[K+].[K+].[OH:7][C:8]1[C:17]2[C:12](=[CH:13][CH:14]=[CH:15][CH:16]=2)[CH:11]=[CH:10][C:9]=1[C:18]([OH:20])=[O:19].[CH2:21](Cl)[C:22]1[CH:27]=[CH:26][CH:25]=[CH:24][CH:23]=1, predict the reaction product. The product is: [CH2:21]([O:19][C:18]([C:9]1[CH:10]=[CH:11][C:12]2[C:17](=[CH:16][CH:15]=[CH:14][CH:13]=2)[C:8]=1[O:7][CH2:18][C:9]1[CH:10]=[CH:11][CH:12]=[CH:17][CH:8]=1)=[O:20])[C:22]1[CH:27]=[CH:26][CH:25]=[CH:24][CH:23]=1. (4) The product is: [CH3:10][C:7]1([CH3:11])[C:6]2[CH:12]=[C:2]([CH:16]=[O:17])[CH:3]=[C:4]([CH3:13])[C:5]=2[O:9][CH2:8]1. Given the reactants Br[C:2]1[CH:3]=[C:4]([CH3:13])[C:5]2[O:9][CH2:8][C:7]([CH3:11])([CH3:10])[C:6]=2[CH:12]=1.C1C[O:17][CH2:16]C1.[Li]CCCC.CN(C=O)C, predict the reaction product. (5) Given the reactants [O:1]=[C:2]1[N:8]([CH:9]2[CH2:14][CH2:13][N:12]([C:15]([O:17][C@H:18]([CH2:34][C:35]3[CH:40]=[C:39]([CH3:41])[C:38]([NH2:42])=[C:37]([NH2:43])[CH:36]=3)[C:19]([N:21]3[CH2:26][CH2:25][CH:24]([N:27]4[CH2:32][CH2:31][N:30]([CH3:33])[CH2:29][CH2:28]4)[CH2:23][CH2:22]3)=[O:20])=[O:16])[CH2:11][CH2:10]2)[CH2:7][CH2:6][C:5]2[CH:44]=[CH:45][CH:46]=[CH:47][C:4]=2[NH:3]1.[F:48][C:49]([F:53])([F:52])[CH:50]=O, predict the reaction product. The product is: [O:1]=[C:2]1[N:8]([CH:9]2[CH2:14][CH2:13][N:12]([C:15]([O:17][C@H:18]([CH2:34][C:35]3[CH:40]=[C:39]([CH3:41])[C:38]4[NH:42][C:50]([C:49]([F:53])([F:52])[F:48])=[N:43][C:37]=4[CH:36]=3)[C:19]([N:21]3[CH2:26][CH2:25][CH:24]([N:27]4[CH2:28][CH2:29][N:30]([CH3:33])[CH2:31][CH2:32]4)[CH2:23][CH2:22]3)=[O:20])=[O:16])[CH2:11][CH2:10]2)[CH2:7][CH2:6][C:5]2[CH:44]=[CH:45][CH:46]=[CH:47][C:4]=2[NH:3]1.